From a dataset of Forward reaction prediction with 1.9M reactions from USPTO patents (1976-2016). Predict the product of the given reaction. (1) Given the reactants [CH3:1][C:2]1[N:3]=[C:4]([NH2:7])[NH:5][N:6]=1.[O:8]1[CH2:13][CH2:12][O:11][C:10]2[CH:14]=[C:15]([C:18](=O)[CH2:19][C:20](OCC)=[O:21])[CH:16]=[CH:17][C:9]1=2, predict the reaction product. The product is: [O:8]1[CH2:13][CH2:12][O:11][C:10]2[CH:14]=[C:15]([C:18]3[NH:7][C:4]4[N:5]([N:6]=[C:2]([CH3:1])[N:3]=4)[C:20](=[O:21])[CH:19]=3)[CH:16]=[CH:17][C:9]1=2. (2) Given the reactants [F:1][C:2]1[CH:7]=[CH:6][C:5]([N:8]2[C:13](=[O:14])[CH:12]=[C:11]([CH3:15])[C:10]([CH2:16]O)=[N:9]2)=[CH:4][CH:3]=1.[BrH:18], predict the reaction product. The product is: [Br:18][CH2:16][C:10]1[C:11]([CH3:15])=[CH:12][C:13](=[O:14])[N:8]([C:5]2[CH:6]=[CH:7][C:2]([F:1])=[CH:3][CH:4]=2)[N:9]=1. (3) Given the reactants C([O:4][C:5]1[CH:10]=[CH:9][CH:8]=[CH:7][C:6]=1[C:11](=[O:22])[NH:12][C:13]1[S:14][CH:15]=[C:16]([S:18]([CH3:21])(=[O:20])=[O:19])[N:17]=1)(=O)C, predict the reaction product. The product is: [OH:4][C:5]1[CH:10]=[CH:9][CH:8]=[CH:7][C:6]=1[C:11]([NH:12][C:13]1[S:14][CH:15]=[C:16]([S:18]([CH3:21])(=[O:20])=[O:19])[N:17]=1)=[O:22]. (4) Given the reactants [CH3:1][N:2]1[C:6]([C:7]([OH:9])=O)=[CH:5][N:4]=[CH:3]1.CN([C:13]([O:17][N:18]1N=NC2C=CC=C[C:19]1=2)=[N+](C)C)C.[B-](F)(F)(F)F.CCN(CC)CC.Cl.CNOC, predict the reaction product. The product is: [CH3:13][O:17][N:18]([CH3:19])[C:7]([C:6]1[N:2]([CH3:1])[CH:3]=[N:4][CH:5]=1)=[O:9]. (5) Given the reactants [C:1]([Si:5]([CH3:24])([CH3:23])[O:6][CH:7]([CH2:16][C:17]1[CH:22]=[CH:21][CH:20]=[CH:19][CH:18]=1)[CH2:8][CH2:9][CH:10]1[NH:14][C:13](=[O:15])[CH2:12][CH2:11]1)([CH3:4])([CH3:3])[CH3:2].C[Si]([N-][Si](C)(C)C)(C)C.[Na+].[CH2:35]([O:37][C:38](=[O:49])[C:39]1[CH:44]=[CH:43][C:42]([O:45][CH2:46][CH2:47]Br)=[CH:41][CH:40]=1)[CH3:36], predict the reaction product. The product is: [CH2:35]([O:37][C:38](=[O:49])[C:39]1[CH:44]=[CH:43][C:42]([O:45][CH2:46][CH2:47][N:14]2[C:13](=[O:15])[CH2:12][CH2:11][CH:10]2[CH2:9][CH2:8][CH:7]([O:6][Si:5]([C:1]([CH3:3])([CH3:2])[CH3:4])([CH3:24])[CH3:23])[CH2:16][C:17]2[CH:22]=[CH:21][CH:20]=[CH:19][CH:18]=2)=[CH:41][CH:40]=1)[CH3:36].